Task: Predict the product of the given reaction.. Dataset: Forward reaction prediction with 1.9M reactions from USPTO patents (1976-2016) Given the reactants [F-].C([N+](CCCC)(CCCC)CCCC)CCC.[C:19]1([CH2:25][CH2:26][C@H:27]([OH:40])[C:28]#[C:29][Si](C(C)C)(C(C)C)C(C)C)[CH:24]=[CH:23][CH:22]=[CH:21][CH:20]=1, predict the reaction product. The product is: [C:19]1([CH2:25][CH2:26][C@H:27]([OH:40])[C:28]#[CH:29])[CH:24]=[CH:23][CH:22]=[CH:21][CH:20]=1.